This data is from HIV replication inhibition screening data with 41,000+ compounds from the AIDS Antiviral Screen. The task is: Binary Classification. Given a drug SMILES string, predict its activity (active/inactive) in a high-throughput screening assay against a specified biological target. The drug is Cn1ccnc1Oc1ccc(Cl)cc1. The result is 0 (inactive).